Dataset: Full USPTO retrosynthesis dataset with 1.9M reactions from patents (1976-2016). Task: Predict the reactants needed to synthesize the given product. Given the product [ClH:27].[NH2:12][CH2:11][C:7]1[C:8](=[O:10])[NH:9][C:4]([CH:1]2[CH2:2][CH2:3]2)=[CH:5][C:6]=1[CH3:20], predict the reactants needed to synthesize it. The reactants are: [CH:1]1([C:4]2[NH:9][C:8](=[O:10])[C:7]([CH2:11][NH:12]C(=O)OC(C)(C)C)=[C:6]([CH3:20])[CH:5]=2)[CH2:3][CH2:2]1.CCOC(C)=O.[ClH:27].O1CCOCC1.